Task: Predict the reactants needed to synthesize the given product.. Dataset: Full USPTO retrosynthesis dataset with 1.9M reactions from patents (1976-2016) (1) The reactants are: [OH-].[K+].[C:3]([C:6]1[CH:7]=[CH:8][C:9]2[N:10]([N:12]=[C:13]([C:26]3[CH:31]=[CH:30][CH:29]=[CH:28][CH:27]=3)[C:14]=2[CH2:15][C:16]2[N:21]=[C:20]([C:22]([O:24]C)=[O:23])[CH:19]=[CH:18][CH:17]=2)[CH:11]=1)(=[O:5])[CH3:4].Cl. Given the product [C:3]([C:6]1[CH:7]=[CH:8][C:9]2[N:10]([N:12]=[C:13]([C:26]3[CH:31]=[CH:30][CH:29]=[CH:28][CH:27]=3)[C:14]=2[CH2:15][C:16]2[N:21]=[C:20]([C:22]([OH:24])=[O:23])[CH:19]=[CH:18][CH:17]=2)[CH:11]=1)(=[O:5])[CH3:4], predict the reactants needed to synthesize it. (2) Given the product [CH3:28][C:26]1[O:27][C:23]2[CH:22]=[C:21]([NH:20][S:10]([C:7]3[CH:8]=[CH:9][C:4]([CH2:1][CH2:2][CH3:3])=[CH:5][CH:6]=3)(=[O:12])=[O:11])[CH:30]=[CH:29][C:24]=2[N:25]=1, predict the reactants needed to synthesize it. The reactants are: [CH2:1]([C:4]1[CH:9]=[CH:8][C:7]([S:10](Cl)(=[O:12])=[O:11])=[CH:6][CH:5]=1)[CH2:2][CH3:3].N1C=CC=CC=1.[NH2:20][C:21]1[CH:30]=[CH:29][C:24]2[N:25]=[C:26]([CH3:28])[O:27][C:23]=2[CH:22]=1.C([O-])(O)=O.[Na+]. (3) Given the product [I:1][C:2]1[CH:3]=[CH:4][C:5]([N:8]([CH3:17])[C:9]2[N:10]=[CH:11][CH:12]=[CH:13][N:14]=2)=[CH:6][CH:7]=1, predict the reactants needed to synthesize it. The reactants are: [I:1][C:2]1[CH:7]=[CH:6][C:5]([NH:8][C:9]2[N:14]=[CH:13][CH:12]=[CH:11][N:10]=2)=[CH:4][CH:3]=1.[H-].[Na+].[CH3:17]I.O. (4) Given the product [CH3:1][O:2][C:3]1[CH:4]=[CH:5][C:6]([CH2:7][NH:8][C:9]2[CH:14]=[C:13]([N+:15]([O-:17])=[O:16])[CH:12]=[CH:11][N:10]=2)=[CH:19][CH:20]=1, predict the reactants needed to synthesize it. The reactants are: [CH3:1][O:2][C:3]1[CH:20]=[CH:19][C:6]([CH2:7][NH:8][C:9]2[N+:10]([O-])=[CH:11][CH:12]=[C:13]([N+:15]([O-:17])=[O:16])[CH:14]=2)=[CH:5][CH:4]=1.P(Cl)(Cl)Cl. (5) Given the product [CH3:21][O:20][C:15]1[CH:16]=[CH:17][CH:18]=[CH:19][C:14]=1[CH:13]1[CH2:12][C:11](=[O:22])[CH2:10][CH:9]([C:4]2[CH:5]=[CH:6][CH:7]=[CH:8][C:3]=2[O:2][CH3:1])[N:24]1[CH3:23], predict the reactants needed to synthesize it. The reactants are: [CH3:1][O:2][C:3]1[CH:8]=[CH:7][CH:6]=[CH:5][C:4]=1[CH:9]=[CH:10][C:11](=[O:22])[CH:12]=[CH:13][C:14]1[CH:19]=[CH:18][CH:17]=[CH:16][C:15]=1[O:20][CH3:21].[CH3:23][NH2:24].O. (6) Given the product [O:1]=[C:2]1[CH2:7][N:6]([C:8]([O:10][C:11]([CH3:12])([CH3:13])[CH3:14])=[O:9])[CH2:5][CH:4]([C:15]([O:17][CH3:18])=[O:16])[CH2:3]1, predict the reactants needed to synthesize it. The reactants are: [OH:1][CH:2]1[CH2:7][N:6]([C:8]([O:10][C:11]([CH3:14])([CH3:13])[CH3:12])=[O:9])[CH2:5][CH:4]([C:15]([O:17][CH3:18])=[O:16])[CH2:3]1.CC(OI1(OC(C)=O)(OC(C)=O)OC(=O)C2C=CC=CC1=2)=O. (7) Given the product [C:15]1([CH2:14][N:11]2[CH2:12][CH2:13][N:8]([C:4]3[C:3]([C:21]([O:23][CH:24]([CH3:26])[CH3:25])=[O:22])=[C:2]([O:33][C:27]4[CH:32]=[CH:31][CH:30]=[CH:29][CH:28]=4)[CH:7]=[CH:6][N:5]=3)[CH2:9][CH2:10]2)[CH:20]=[CH:19][CH:18]=[CH:17][CH:16]=1, predict the reactants needed to synthesize it. The reactants are: I[C:2]1[CH:7]=[CH:6][N:5]=[C:4]([N:8]2[CH2:13][CH2:12][N:11]([CH2:14][C:15]3[CH:20]=[CH:19][CH:18]=[CH:17][CH:16]=3)[CH2:10][CH2:9]2)[C:3]=1[C:21]([O:23][CH:24]([CH3:26])[CH3:25])=[O:22].[C:27]1([OH:33])[CH:32]=[CH:31][CH:30]=[CH:29][CH:28]=1.CC1(C)C2C(=C(P(C3C=CC=CC=3)C3C=CC=CC=3)C=CC=2)OC2C(P(C3C=CC=CC=3)C3C=CC=CC=3)=CC=CC1=2.C(O[Na])(C)(C)C. (8) Given the product [NH2:32][C:30](=[O:31])[CH2:29][C:23]1([NH:22][C:12]([C:9]2[CH:8]=[C:7]([O:15][CH2:16][C:17]([F:20])([F:19])[F:18])[C:6]([N:4]3[CH2:5][C:2]([F:21])([F:1])[CH2:3]3)=[CH:11][N:10]=2)=[O:13])[CH2:24][S:25](=[O:27])(=[O:28])[CH2:26]1, predict the reactants needed to synthesize it. The reactants are: [F:1][C:2]1([F:21])[CH2:5][N:4]([C:6]2[C:7]([O:15][CH2:16][C:17]([F:20])([F:19])[F:18])=[CH:8][C:9]([C:12](O)=[O:13])=[N:10][CH:11]=2)[CH2:3]1.[NH2:22][C:23]1([CH2:29][C:30]([NH2:32])=[O:31])[CH2:26][S:25](=[O:28])(=[O:27])[CH2:24]1.